Dataset: Full USPTO retrosynthesis dataset with 1.9M reactions from patents (1976-2016). Task: Predict the reactants needed to synthesize the given product. Given the product [CH3:11][C:12]1[O:9][C:1](=[O:10])[C:2]2[CH:8]=[CH:7][CH:6]=[CH:5][C:3]=2[N:4]=1, predict the reactants needed to synthesize it. The reactants are: [C:1]([OH:10])(=[O:9])[C:2]1[C:3](=[CH:5][CH:6]=[CH:7][CH:8]=1)[NH2:4].[C:11](OCC)(OCC)(OCC)[CH3:12].